Dataset: Experimentally validated miRNA-target interactions with 360,000+ pairs, plus equal number of negative samples. Task: Binary Classification. Given a miRNA mature sequence and a target amino acid sequence, predict their likelihood of interaction. (1) The protein sequence of the target gene is MKGFKLSCTASNSNRSTPACSPILRKRSRSPTPQNQDGDTMVEKGSDHSSDKSPSTPEQGVQRSCSSQSGRSGGKNSKKSQSWYNVLSPTYKQRNEDFRKLFKQLPDTERLIVDYSCALQRDILLQGRLYLSENWICFYSNIFRWETLLTVRLKDICSMTKEKTARLIPNAIQVCTDSEKHFFTSFGARDRTYMMMFRLWQNALLEKPLCPKELWHFVHQCYGNELGLTSDDEDYVPPDDDFNTMGYCEEIPIEENEVNDSSSKSSIETKPDASPQLPKKSITNSTLTSTGSSEAPVSFD.... The miRNA is hsa-miR-3619-3p with sequence GGGACCAUCCUGCCUGCUGUGG. Result: 0 (no interaction). (2) The miRNA is hsa-miR-1244 with sequence AAGUAGUUGGUUUGUAUGAGAUGGUU. The protein sequence of the target gene is MAAASSPPRAERKRWGWGRLPGARRGSAGLAKKCPFSLELAEGGPAGGALYAPIAPGAPGPAPPASPAAPAAPPVASDLGPRPPVSLDPRVSIYSTRRPVLARTHVQGRVYNFLERPTGWKCFVYHFAVFLIVLVCLIFSVLSTIEQYAALATGTLFWMEIVLVVFFGTEYVVRLWSAGCRSKYVGLWGRLRFARKPISIIDLIVVVASMVVLCVGSKGQVFATSAIRGIRFLQILRMLHVDRQGGTWRLLGSVVFIHRQELITTLYIGFLGLIFSSYFVYLAEKDAVNESGRVEFGSYA.... Result: 0 (no interaction).